This data is from hERG potassium channel inhibition data for cardiac toxicity prediction from Karim et al.. The task is: Regression/Classification. Given a drug SMILES string, predict its toxicity properties. Task type varies by dataset: regression for continuous values (e.g., LD50, hERG inhibition percentage) or binary classification for toxic/non-toxic outcomes (e.g., AMES mutagenicity, cardiotoxicity, hepatotoxicity). Dataset: herg_karim. (1) The compound is Cc1cc2ncc(C(=O)N3CCC([C@H](N)Cc4cc(F)c(F)cc4F)CC3)c(C)n2n1. The result is 0 (non-blocker). (2) The compound is CC1(N2CCC(N(c3ccccc3)c3cccnc3)CC2)CCN(C(=O)c2c(Cl)cncc2Cl)CC1. The result is 1 (blocker). (3) The drug is O=C(/C=C/c1ccc(O)c(O)c1)OCCc1ccccc1. The result is 0 (non-blocker).